Dataset: Full USPTO retrosynthesis dataset with 1.9M reactions from patents (1976-2016). Task: Predict the reactants needed to synthesize the given product. (1) Given the product [F:1][C:2]1[CH:9]=[C:8]([CH:10]([OH:37])[CH2:11][CH2:12][C:13]2[N:17]([C:18]([C:19]3[CH:24]=[CH:23][CH:22]=[CH:21][CH:20]=3)([C:25]3[CH:26]=[CH:27][CH:28]=[CH:29][CH:30]=3)[C:31]3[CH:36]=[CH:35][CH:34]=[CH:33][CH:32]=3)[CH:16]=[N:15][CH:14]=2)[CH:7]=[CH:6][C:3]=1[C:4]#[N:5], predict the reactants needed to synthesize it. The reactants are: [F:1][C:2]1[CH:9]=[C:8]([CH:10]([OH:37])/[CH:11]=[CH:12]/[C:13]2[N:17]([C:18]([C:31]3[CH:36]=[CH:35][CH:34]=[CH:33][CH:32]=3)([C:25]3[CH:30]=[CH:29][CH:28]=[CH:27][CH:26]=3)[C:19]3[CH:24]=[CH:23][CH:22]=[CH:21][CH:20]=3)[CH:16]=[N:15][CH:14]=2)[CH:7]=[CH:6][C:3]=1[C:4]#[N:5].O. (2) Given the product [C:43]([O:47][C:48]([N:50]1[CH2:55][CH2:54][N:53]([C:56]2[CH:61]=[CH:60][C:59]([C:62](=[O:77])[NH:63][C:64]3[CH:69]=[C:68]([O:70][C:71]([F:74])([F:73])[F:72])[C:67]([C:22]4[CH:23]=[C:24]5[C:19](=[CH:20][CH:21]=4)[C:17]4[N:18]=[C:14]([C@@H:9]6[CH2:10][C@H:11]([CH3:13])[CH2:12][N:8]6[C:6](=[O:7])[C@@H:5]([NH:4][C:3]([O:2][CH3:1])=[O:42])[CH:36]6[CH2:41][CH2:40][O:39][CH2:38][CH2:37]6)[NH:15][C:16]=4[CH:26]=[CH:25]5)=[CH:66][C:65]=3[Cl:76])=[CH:58][N:57]=2)[C@H:52]([CH3:78])[CH2:51]1)=[O:49])([CH3:46])([CH3:45])[CH3:44], predict the reactants needed to synthesize it. The reactants are: [CH3:1][O:2][C:3](=[O:42])[NH:4][C@@H:5]([CH:36]1[CH2:41][CH2:40][O:39][CH2:38][CH2:37]1)[C:6]([N:8]1[CH2:12][C@@H:11]([CH3:13])[CH2:10][C@H:9]1[C:14]1[NH:15][C:16]2[CH:26]=[CH:25][C:24]3[C:19](=[CH:20][CH:21]=[C:22](B4OC(C)(C)C(C)(C)O4)[CH:23]=3)[C:17]=2[N:18]=1)=[O:7].[C:43]([O:47][C:48]([N:50]1[CH2:55][CH2:54][N:53]([C:56]2[CH:61]=[CH:60][C:59]([C:62](=[O:77])[NH:63][C:64]3[CH:69]=[C:68]([O:70][C:71]([F:74])([F:73])[F:72])[C:67](Br)=[CH:66][C:65]=3[Cl:76])=[CH:58][N:57]=2)[C@H:52]([CH3:78])[CH2:51]1)=[O:49])([CH3:46])([CH3:45])[CH3:44].O.C(=O)([O-])[O-].[K+].[K+]. (3) Given the product [O:1]=[C:2]1[C:10]2[C:5](=[CH:6][CH:7]=[CH:8][CH:9]=2)[C:4](=[O:11])[N:3]1[CH2:12][CH2:13][CH2:14][N:15]1[C:24]2[C:19](=[N:20][CH:21]=[C:22]([CH2:25][C:26]3[CH:31]=[CH:30][C:29]([F:32])=[CH:28][CH:27]=3)[CH:23]=2)[C:18]([OH:33])=[C:17]([C:34]([NH:43][CH2:42][CH2:40][OH:41])=[O:35])[C:16]1=[O:39], predict the reactants needed to synthesize it. The reactants are: [O:1]=[C:2]1[C:10]2[C:5](=[CH:6][CH:7]=[CH:8][CH:9]=2)[C:4](=[O:11])[N:3]1[CH2:12][CH2:13][CH2:14][N:15]1[C:24]2[C:19](=[N:20][CH:21]=[C:22]([CH2:25][C:26]3[CH:31]=[CH:30][C:29]([F:32])=[CH:28][CH:27]=3)[CH:23]=2)[C:18]([OH:33])=[C:17]([C:34](OCC)=[O:35])[C:16]1=[O:39].[CH2:40]([CH2:42][NH2:43])[OH:41]. (4) Given the product [CH2:1]([O:8][C:9]1[CH:14]=[CH:13][C:12]([C@@H:15]([OH:39])[CH2:16][NH:17][C@H:18]([CH3:38])[CH2:19][O:20][C:21]2[CH:26]=[CH:25][C:24]([C:27]3[CH:32]=[CH:31][C:30]([C:33]([O:35][CH2:36][CH3:37])=[O:34])=[CH:29][CH:28]=3)=[CH:23][CH:22]=2)=[CH:11][C:10]=1[NH:47][S:48]([CH3:51])(=[O:49])=[O:50])[C:2]1[CH:7]=[CH:6][CH:5]=[CH:4][CH:3]=1, predict the reactants needed to synthesize it. The reactants are: [CH2:1]([O:8][C:9]1[CH:14]=[CH:13][C:12]([C@@H:15]([O:39][Si](CC)(CC)CC)[CH2:16][NH:17][C@H:18]([CH3:38])[CH2:19][O:20][C:21]2[CH:26]=[CH:25][C:24]([C:27]3[CH:32]=[CH:31][C:30]([C:33]([O:35][CH2:36][CH3:37])=[O:34])=[CH:29][CH:28]=3)=[CH:23][CH:22]=2)=[CH:11][C:10]=1[NH:47][S:48]([CH3:51])(=[O:50])=[O:49])[C:2]1[CH:7]=[CH:6][CH:5]=[CH:4][CH:3]=1.[F-].C([N+](CCCC)(CCCC)CCCC)CCC.